This data is from Full USPTO retrosynthesis dataset with 1.9M reactions from patents (1976-2016). The task is: Predict the reactants needed to synthesize the given product. Given the product [Cl:1][C:2]1[CH:3]=[C:4]([C:16]([NH:18][C@H:19]([C:21]2[CH:29]=[CH:28][C:24]([C:25]([OH:27])=[O:26])=[CH:23][CH:22]=2)[CH3:20])=[O:17])[C:5]([O:8][C:9]2[CH:10]=[C:11]3[C:12]([CH:33]=[CH:32][CH:31]=[N:30]3)=[CH:13][CH:14]=2)=[N:6][CH:7]=1, predict the reactants needed to synthesize it. The reactants are: [Cl:1][C:2]1[CH:3]=[C:4]([C:16]([NH:18][C@H:19]([C:21]2[CH:29]=[CH:28][C:24]([C:25]([OH:27])=[O:26])=[CH:23][CH:22]=2)[CH3:20])=[O:17])[C:5]([O:8][C:9]2[CH:14]=[CH:13][CH:12]=[C:11](F)[CH:10]=2)=[N:6][CH:7]=1.[N:30]1C2C(=CC=C(O)C=2)[CH:33]=[CH:32][CH:31]=1.